This data is from Peptide-MHC class I binding affinity with 185,985 pairs from IEDB/IMGT. The task is: Regression. Given a peptide amino acid sequence and an MHC pseudo amino acid sequence, predict their binding affinity value. This is MHC class I binding data. (1) The peptide sequence is NMALKKIREL. The MHC is HLA-A02:02 with pseudo-sequence HLA-A02:02. The binding affinity (normalized) is 0.228. (2) The peptide sequence is YHGEAMAIG. The MHC is HLA-B39:01 with pseudo-sequence HLA-B39:01. The binding affinity (normalized) is 0.308. (3) The peptide sequence is KSFKLLCKL. The MHC is HLA-B27:05 with pseudo-sequence HLA-B27:05. The binding affinity (normalized) is 0.0847. (4) The peptide sequence is KWMLISSEL. The MHC is HLA-A23:01 with pseudo-sequence HLA-A23:01. The binding affinity (normalized) is 0.411. (5) The peptide sequence is LTHVKINDK. The MHC is H-2-Kd with pseudo-sequence H-2-Kd. The binding affinity (normalized) is 0. (6) The peptide sequence is FANSKFTLV. The MHC is HLA-A02:02 with pseudo-sequence HLA-A02:02. The binding affinity (normalized) is 0.825. (7) The peptide sequence is RRRRRRAAL. The MHC is HLA-C04:01 with pseudo-sequence HLA-C04:01. The binding affinity (normalized) is 0.213. (8) The peptide sequence is TMNVTTHKY. The MHC is HLA-A30:02 with pseudo-sequence HLA-A30:02. The binding affinity (normalized) is 1.00. (9) The peptide sequence is QPQYSQPQQPI. The MHC is HLA-B53:01 with pseudo-sequence HLA-B53:01. The binding affinity (normalized) is 0. (10) The binding affinity (normalized) is 0.770. The MHC is HLA-A03:01 with pseudo-sequence HLA-A03:01. The peptide sequence is IILAHFLYK.